From a dataset of Full USPTO retrosynthesis dataset with 1.9M reactions from patents (1976-2016). Predict the reactants needed to synthesize the given product. Given the product [N+:16]([C:5]1[S:1][C:2]([CH:6]([O:12][C:13](=[O:15])[NH2:14])[CH2:7][C:8]([N:10]=[O:11])=[O:9])=[CH:3][CH:4]=1)([O-:18])=[O:17], predict the reactants needed to synthesize it. The reactants are: [S:1]1[CH:5]=[CH:4][CH:3]=[C:2]1[CH:6]([O:12][C:13](=[O:15])[NH2:14])[CH2:7][C:8]([N:10]=[O:11])=[O:9].[N+:16]([O-])([OH:18])=[O:17].